Dataset: Reaction yield outcomes from USPTO patents with 853,638 reactions. Task: Predict the reaction yield, written as a fraction of the theoretical maximum amount of product (1.0 means a 100% yield; for example, 0.34 means a 34% yield). (1) The reactants are [C:1]([C:4]1[C:14]([OH:15])=[CH:13][C:12]2[CH:11]3[CH2:16][CH:7]([CH2:8][N:9]([C:17](=[O:22])[C:18]([F:21])([F:20])[F:19])[CH2:10]3)[C:6]=2[CH:5]=1)(=O)[CH3:2].Cl.[NH2:24][OH:25].CC([O-])=O.[Na+]. The catalyst is CO.O. The product is [F:20][C:18]([F:21])([F:19])[C:17]([N:9]1[CH2:10][CH:11]2[CH2:16][CH:7]([C:6]3[CH:5]=[C:4]([C:1](=[N:24][OH:25])[CH3:2])[C:14]([OH:15])=[CH:13][C:12]=32)[CH2:8]1)=[O:22]. The yield is 0.930. (2) The reactants are [F:1][C:2]1[CH:3]=[CH:4][C:5]2[N:6]=[CH:7][NH:8][C:9](=O)[C:10]=2[N:11]=1.O=P(Cl)(Cl)[Cl:15]. No catalyst specified. The product is [Cl:15][C:9]1[C:10]2[N:11]=[C:2]([F:1])[CH:3]=[CH:4][C:5]=2[N:6]=[CH:7][N:8]=1. The yield is 1.00.